This data is from Full USPTO retrosynthesis dataset with 1.9M reactions from patents (1976-2016). The task is: Predict the reactants needed to synthesize the given product. (1) Given the product [CH2:1]([N:8]1[C@@H:13]([CH3:14])[CH2:12][O:11][C@H:10]([CH2:15][C:16]2[CH:17]=[CH:18][C:19]([F:22])=[CH:20][CH:21]=2)[CH2:9]1)[C:2]1[CH:3]=[CH:4][CH:5]=[CH:6][CH:7]=1.[CH2:1]([N:8]1[C@@H:13]([CH3:14])[CH2:12][O:11][C@@H:10]([CH2:15][C:16]2[CH:17]=[CH:18][C:19]([F:22])=[CH:20][CH:21]=2)[CH2:9]1)[C:2]1[CH:3]=[CH:4][CH:5]=[CH:6][CH:7]=1, predict the reactants needed to synthesize it. The reactants are: [CH2:1]([N:8]1[CH:13]([CH3:14])[CH2:12][O:11][C@@H:10]([CH2:15][C:16]2[CH:21]=[CH:20][C:19]([F:22])=[CH:18][CH:17]=2)[C:9]1=O)[C:2]1[CH:7]=[CH:6][CH:5]=[CH:4][CH:3]=1.[H-].[Al+3].[Li+].[H-].[H-].[H-]. (2) The reactants are: Cl[C:2]([C:6]1[C:7]([Cl:12])=[N:8][CH:9]=[CH:10][CH:11]=1)=[CH:3][C:4]#[N:5].Cl.[CH2:14]([CH:16]1[CH2:18][CH:17]1[NH2:19])[CH3:15].C(N(CC)CC)C. Given the product [Cl:12][C:7]1[C:6]([C:2]([NH:19][CH:17]2[CH2:18][CH:16]2[CH2:14][CH3:15])=[CH:3][C:4]#[N:5])=[CH:11][CH:10]=[CH:9][N:8]=1, predict the reactants needed to synthesize it. (3) Given the product [CH3:1][N:2]([CH3:15])[C:3]1([C:9]2[CH:14]=[CH:13][CH:12]=[CH:11][CH:10]=2)[CH2:4][CH2:5][N:6]([CH2:26][CH2:25][N:17]([CH3:16])[C:18](=[O:24])[O:19][C:20]([CH3:22])([CH3:21])[CH3:23])[CH2:7][CH2:8]1, predict the reactants needed to synthesize it. The reactants are: [CH3:1][N:2]([CH3:15])[C:3]1([C:9]2[CH:14]=[CH:13][CH:12]=[CH:11][CH:10]=2)[CH2:8][CH2:7][NH:6][CH2:5][CH2:4]1.[CH3:16][N:17]([CH2:25][CH:26]=O)[C:18](=[O:24])[O:19][C:20]([CH3:23])([CH3:22])[CH3:21].C(B)#N.[Na]. (4) Given the product [CH2:1]([N:8]1[CH2:12][C@@H:11]([C:13]2[CH:18]=[CH:17][C:16]([Cl:19])=[C:15]([Cl:20])[CH:14]=2)[C@H:10]([NH:21][CH3:22])[CH2:9]1)[C:2]1[CH:3]=[CH:4][CH:5]=[CH:6][CH:7]=1, predict the reactants needed to synthesize it. The reactants are: [CH2:1]([N:8]1[CH2:12][CH:11]([C:13]2[CH:18]=[CH:17][C:16]([Cl:19])=[C:15]([Cl:20])[CH:14]=2)[CH:10]([NH2:21])[CH2:9]1)[C:2]1[CH:7]=[CH:6][CH:5]=[CH:4][CH:3]=1.[C:22]([O-])([O-])=O.[K+].[K+].ClC(OCC)=O.B. (5) Given the product [C:1]([C:5]1[CH:10]=[CH:9][CH:8]=[CH:7][C:6]=1[N:11]1[C:23]2[C:22]([OH:24])=[CH:21][CH:20]=[CH:19][C:18]=2[C:17]2[C:12]1=[CH:13][CH:14]=[CH:15][CH:16]=2)([CH3:4])([CH3:2])[CH3:3], predict the reactants needed to synthesize it. The reactants are: [C:1]([C:5]1[CH:10]=[CH:9][CH:8]=[CH:7][C:6]=1[N:11]1[C:23]2[C:22](=[O:24])[CH2:21][CH:20]=[CH:19][C:18]=2[C:17]2[C:12]1=[CH:13][CH:14]=[CH:15][CH:16]=2)([CH3:4])([CH3:3])[CH3:2]. (6) Given the product [C:1]([N:5]1[C:9](=[O:10])[C:8]([NH:37][CH:34]2[CH2:33][CH2:32][N:31]([C:22]3[C:21]([Cl:20])=[CH:26][C:25]([C:27]([F:30])([F:29])[F:28])=[CH:24][N:23]=3)[CH2:36][CH2:35]2)=[C:7]([C:12]2[CH:17]=[CH:16][CH:15]=[CH:14][CH:13]=2)[S:6]1(=[O:19])=[O:18])([CH3:4])([CH3:3])[CH3:2], predict the reactants needed to synthesize it. The reactants are: [C:1]([N:5]1[C:9](=[O:10])[C:8](Cl)=[C:7]([C:12]2[CH:17]=[CH:16][CH:15]=[CH:14][CH:13]=2)[S:6]1(=[O:19])=[O:18])([CH3:4])([CH3:3])[CH3:2].[Cl:20][C:21]1[C:22]([N:31]2[CH2:36][CH2:35][CH:34]([NH2:37])[CH2:33][CH2:32]2)=[N:23][CH:24]=[C:25]([C:27]([F:30])([F:29])[F:28])[CH:26]=1. (7) Given the product [NH2:6][C@H:7]([CH2:11][C:12]1[CH:13]=[CH:14][C:15]([O:18][CH3:19])=[CH:16][CH:17]=1)[C:8]([O:10][CH3:22])=[O:9], predict the reactants needed to synthesize it. The reactants are: S(=O)(=O)(O)O.[NH2:6][C@H:7]([CH2:11][C:12]1[CH:17]=[CH:16][C:15]([O:18][CH3:19])=[CH:14][CH:13]=1)[C:8]([OH:10])=[O:9].[OH-].[Na+].[CH3:22]O.